From a dataset of Forward reaction prediction with 1.9M reactions from USPTO patents (1976-2016). Predict the product of the given reaction. (1) Given the reactants C[O:2][C:3]([C@H:5]1[CH2:10][CH2:9][CH2:8][CH2:7][N:6]1[C:11]([O:13][C:14]([CH3:17])([CH3:16])[CH3:15])=[O:12])=O.CC(C[AlH]CC(C)C)C.CO.C(O)(=O)CC(CC(O)=O)(C(O)=O)O, predict the reaction product. The product is: [C:14]([O:13][C:11]([N:6]1[CH2:7][CH2:8][CH2:9][CH2:10][C@@H:5]1[CH:3]=[O:2])=[O:12])([CH3:17])([CH3:16])[CH3:15]. (2) The product is: [NH2:24][C:21]1[NH:22][CH:23]=[C:19]([C:17]([NH:16][CH2:15][C:12]2[CH:13]=[CH:14][C:9]([Cl:8])=[C:10]([O:40][C:41]3[CH:46]=[C:45]([C:47]#[N:48])[CH:44]=[C:43]([Cl:49])[CH:42]=3)[C:11]=2[F:39])=[O:18])[N:20]=1. Given the reactants FC(F)(F)C(O)=O.[Cl:8][C:9]1[CH:14]=[CH:13][C:12]([CH2:15][NH:16][C:17]([C:19]2[N:20]=[C:21]([N:24](C(OC(C)(C)C)=O)C(OC(C)(C)C)=O)[NH:22][CH:23]=2)=[O:18])=[C:11]([F:39])[C:10]=1[O:40][C:41]1[CH:46]=[C:45]([C:47]#[N:48])[CH:44]=[C:43]([Cl:49])[CH:42]=1, predict the reaction product.